From a dataset of Peptide-MHC class I binding affinity with 185,985 pairs from IEDB/IMGT. Regression. Given a peptide amino acid sequence and an MHC pseudo amino acid sequence, predict their binding affinity value. This is MHC class I binding data. The MHC is HLA-A03:01 with pseudo-sequence HLA-A03:01. The binding affinity (normalized) is 0. The peptide sequence is HSKKKCDDL.